From a dataset of Forward reaction prediction with 1.9M reactions from USPTO patents (1976-2016). Predict the product of the given reaction. Given the reactants N1C=CC=C(CC2C(O)C3CCN2CC3)C=1.C1(O)C=CC=CC=1.C1(P(C2C=CC=CC=2)C2C=CC=CC=2)C=CC=CC=1.[O:43]([CH:50]1[CH:55]2[CH2:56][CH2:57][N:52]([CH2:53][CH2:54]2)[CH:51]1[CH2:58][C:59]1[CH:60]=[N:61][CH:62]=[CH:63][CH:64]=1)[C:44]1C=CC=CC=1.N1C=CC=C(C=C2C(O)C3CCN2CC3)C=1.[H-].[Na+].CI, predict the reaction product. The product is: [CH3:44][O:43][CH:50]1[CH:55]2[CH2:56][CH2:57][N:52]([CH2:53][CH2:54]2)[C:51]1=[CH:58][C:59]1[CH:60]=[N:61][CH:62]=[CH:63][CH:64]=1.